Task: Predict which catalyst facilitates the given reaction.. Dataset: Catalyst prediction with 721,799 reactions and 888 catalyst types from USPTO (1) Reactant: [CH2:1]([O:4][C:5]1[C:10]([Cl:11])=[C:9]([CH3:12])[N:8]=[C:7]([C:13]2[N:18]=[CH:17][C:16]([NH2:19])=[CH:15][CH:14]=2)[N:6]=1)[CH:2]=[CH2:3].C(N(CC)CC)C.[Cl:27][CH2:28][C:29](Cl)=[O:30]. Product: [CH2:1]([O:4][C:5]1[C:10]([Cl:11])=[C:9]([CH3:12])[N:8]=[C:7]([C:13]2[N:18]=[CH:17][C:16]([NH:19][C:29](=[O:30])[CH2:28][Cl:27])=[CH:15][CH:14]=2)[N:6]=1)[CH:2]=[CH2:3]. The catalyst class is: 1. (2) Reactant: Br[C:2]1[CH:7]=[CH:6][CH:5]=[CH:4][C:3]=1[C:8]([N:10]1[CH2:13][C:12]([F:15])([F:14])[CH2:11]1)=[O:9].[CH3:16][C:17]1([CH3:33])[C:21]([CH3:23])([CH3:22])[O:20][B:19]([B:19]2[O:20][C:21]([CH3:23])([CH3:22])[C:17]([CH3:33])([CH3:16])[O:18]2)[O:18]1.C([O-])(=O)C.[K+]. Product: [F:14][C:12]1([F:15])[CH2:13][N:10]([C:8]([C:3]2[CH:4]=[CH:5][CH:6]=[CH:7][C:2]=2[B:19]2[O:20][C:21]([CH3:23])([CH3:22])[C:17]([CH3:33])([CH3:16])[O:18]2)=[O:9])[CH2:11]1. The catalyst class is: 75.